This data is from Full USPTO retrosynthesis dataset with 1.9M reactions from patents (1976-2016). The task is: Predict the reactants needed to synthesize the given product. (1) Given the product [CH3:11][O:12][C:7](=[O:9])[CH2:8][C:2]([CH3:10])([CH3:1])[CH2:3][C:4]([OH:6])=[O:5], predict the reactants needed to synthesize it. The reactants are: [CH3:1][C:2]1([CH3:10])[CH2:8][C:7](=[O:9])[O:6][C:4](=[O:5])[CH2:3]1.[CH3:11][O-:12].[Na+].C(OCC)C.Cl. (2) Given the product [N:14]1([CH2:13][CH2:12][CH2:11][OH:10])[C:26]2[C:25]3[N:24]=[CH:23][CH:22]=[CH:21][C:20]=3[N:19]=[CH:18][C:17]=2[N:16]=[CH:15]1, predict the reactants needed to synthesize it. The reactants are: C(=O)([O-])[O-].[K+].[K+].C([O:10][CH2:11][CH2:12][CH2:13][N:14]1[C:26]2[C:25]3[N:24]=[CH:23][CH:22]=[CH:21][C:20]=3[N:19]=[CH:18][C:17]=2[N:16]=[CH:15]1)(=O)C. (3) The reactants are: [CH:1]1([C:6]([OH:8])=O)[CH2:5][CH2:4][CH2:3][CH2:2]1.[NH2:9][C@@H:10]1[C@H:14]2[O:15][CH2:16][C@H:17]([NH:18][C:19](=[O:33])[C:20]3[CH:25]=[CH:24][CH:23]=[C:22]([O:26][C:27]4[CH:32]=[CH:31][CH:30]=[CH:29][CH:28]=4)[CH:21]=3)[C@H:13]2[O:12][CH2:11]1. Given the product [CH:1]1([C:6]([NH:9][C@@H:10]2[C@H:14]3[O:15][CH2:16][C@H:17]([NH:18][C:19](=[O:33])[C:20]4[CH:25]=[CH:24][CH:23]=[C:22]([O:26][C:27]5[CH:28]=[CH:29][CH:30]=[CH:31][CH:32]=5)[CH:21]=4)[C@H:13]3[O:12][CH2:11]2)=[O:8])[CH2:2][CH2:3][CH2:4][CH2:5]1, predict the reactants needed to synthesize it. (4) Given the product [Cl:1][C:2]1[CH:3]=[C:4]([CH:10]=[C:11]([O:13][C:14]2[CH:19]=[C:18]([C:20]#[N:21])[CH:17]=[C:16]([Cl:22])[CH:15]=2)[CH:12]=1)[O:5][CH2:6][C:7]([NH:26][C:25]1[CH:27]=[CH:28][C:29]([S:31]([CH3:34])(=[O:33])=[O:32])=[CH:30][C:24]=1[Cl:23])=[O:8], predict the reactants needed to synthesize it. The reactants are: [Cl:1][C:2]1[CH:3]=[C:4]([CH:10]=[C:11]([O:13][C:14]2[CH:19]=[C:18]([C:20]#[N:21])[CH:17]=[C:16]([Cl:22])[CH:15]=2)[CH:12]=1)[O:5][CH2:6][C:7](Cl)=[O:8].[Cl:23][C:24]1[CH:30]=[C:29]([S:31]([CH3:34])(=[O:33])=[O:32])[CH:28]=[CH:27][C:25]=1[NH2:26].CCN(C(C)C)C(C)C. (5) Given the product [C:1]([O:5][C:6]([N:8]1[CH2:15][CH2:14][CH2:13][C@@H:9]1[C:10]([NH:31][C:36]12[CH2:35][CH:25]3[CH2:20][CH:21]([CH2:16][CH:17]([CH2:24]3)[CH2:37]1)[CH2:22]2)=[O:12])=[O:7])([CH3:2])([CH3:3])[CH3:4], predict the reactants needed to synthesize it. The reactants are: [C:1]([O:5][C:6]([N:8]1[CH2:15][CH2:14][CH2:13][C@@H:9]1[C:10]([OH:12])=O)=[O:7])([CH3:4])([CH3:3])[CH3:2].[CH2:16](Cl)[CH2:17]Cl.[CH:20]1[CH:21]=[CH:22]C2N(O)N=N[C:24]=2[CH:25]=1.C[N:31]1[CH2:36][CH2:35]OCC1.[CH2:37](Cl)Cl. (6) Given the product [CH:49]1([N:44]2[C:43](=[O:55])[C:42]([NH:41][C:12]([C:9]3[C:8]([CH3:15])=[C:7]([C:5]4[CH2:6][C:2]([CH3:1])([CH3:16])[CH2:3][CH:4]=4)[O:11][N:10]=3)=[O:14])=[C:46]([CH3:47])[N:45]2[CH3:48])[CH2:50][CH2:51][CH2:52][CH2:53][CH2:54]1, predict the reactants needed to synthesize it. The reactants are: [CH3:1][C:2]1([CH3:16])[CH2:6][C:5]([C:7]2[O:11][N:10]=[C:9]([C:12]([OH:14])=O)[C:8]=2[CH3:15])=[CH:4][CH2:3]1.CN(C(ON1N=NC2C=CC=NC1=2)=[N+](C)C)C.F[P-](F)(F)(F)(F)F.[NH2:41][C:42]1[C:43](=[O:55])[N:44]([CH:49]2[CH2:54][CH2:53][CH2:52][CH2:51][CH2:50]2)[N:45]([CH3:48])[C:46]=1[CH3:47].C(N(CC)CC)C.